From a dataset of Full USPTO retrosynthesis dataset with 1.9M reactions from patents (1976-2016). Predict the reactants needed to synthesize the given product. (1) Given the product [Br:1][C:2]1[CH:7]=[CH:6][C:5]([CH2:8][Br:12])=[C:4]([CH3:10])[CH:3]=1, predict the reactants needed to synthesize it. The reactants are: [Br:1][C:2]1[CH:7]=[CH:6][C:5]([CH2:8]O)=[C:4]([CH3:10])[CH:3]=1.C(Br)(Br)(Br)[Br:12].C1C=CC(P(C2C=CC=CC=2)C2C=CC=CC=2)=CC=1.C1(P(=O)(C2C=CC=CC=2)C2C=CC=CC=2)C=CC=CC=1. (2) Given the product [C:29]([O:33][C:34]([NH:36][C@@H:37]([CH3:41])[C:38]([O:14][C:11]1[CH:12]=[CH:13][C:8]([C@@H:7]2[CH2:6][CH2:5][N:4]([C@@H:15]3[CH2:19][CH2:18][N:17]([CH2:20][C:21]4[CH:22]=[CH:23][C:24]([CH3:27])=[CH:25][CH:26]=4)[C:16]3=[O:28])[CH2:3][C@H:2]2[F:1])=[CH:9][CH:10]=1)=[O:39])=[O:35])([CH3:32])([CH3:31])[CH3:30], predict the reactants needed to synthesize it. The reactants are: [F:1][C@H:2]1[C@H:7]([C:8]2[CH:13]=[CH:12][C:11]([OH:14])=[CH:10][CH:9]=2)[CH2:6][CH2:5][N:4]([C@@H:15]2[CH2:19][CH2:18][N:17]([CH2:20][C:21]3[CH:26]=[CH:25][C:24]([CH3:27])=[CH:23][CH:22]=3)[C:16]2=[O:28])[CH2:3]1.[C:29]([O:33][C:34]([NH:36][C@@H:37]([CH3:41])[C:38](O)=[O:39])=[O:35])([CH3:32])([CH3:31])[CH3:30].C1CCC(N=C=NC2CCCCC2)CC1.O. (3) Given the product [O:1]=[C:2]1[N:10]([CH2:11][CH2:12][CH3:13])[C:9]2[NH:8][C:7]([C:14]34[CH2:19][CH2:18][C:17]([C:22]#[N:23])([CH2:20][CH2:21]3)[CH2:16][CH2:15]4)=[N:6][C:5]=2[C:4](=[O:25])[N:3]1[CH2:26][CH2:27][CH3:28], predict the reactants needed to synthesize it. The reactants are: [O:1]=[C:2]1[N:10]([CH2:11][CH2:12][CH3:13])[C:9]2[NH:8][C:7]([C:14]34[CH2:21][CH2:20][C:17]([CH:22]=[N:23]O)([CH2:18][CH2:19]3)[CH2:16][CH2:15]4)=[N:6][C:5]=2[C:4](=[O:25])[N:3]1[CH2:26][CH2:27][CH3:28].O=P(Cl)(Cl)Cl.O. (4) The reactants are: [CH3:1][N:2]1[CH2:7][CH2:6][N:5]([C:8]([C:10]2[NH:11][C:12]3[C:17]([CH:18]=2)=[CH:16][C:15]([N+:19]([O-])=O)=[CH:14][CH:13]=3)=[O:9])[CH2:4][CH2:3]1.C([O-])=O.[NH4+]. Given the product [NH2:19][C:15]1[CH:16]=[C:17]2[C:12](=[CH:13][CH:14]=1)[NH:11][C:10]([C:8]([N:5]1[CH2:6][CH2:7][N:2]([CH3:1])[CH2:3][CH2:4]1)=[O:9])=[CH:18]2, predict the reactants needed to synthesize it.